From a dataset of Full USPTO retrosynthesis dataset with 1.9M reactions from patents (1976-2016). Predict the reactants needed to synthesize the given product. (1) Given the product [N:22]#[N:15].[F:1][C:2]1[CH:3]=[C:4]([CH:9]2[C:18]3[NH:22][C:16](=[O:17])[NH:15][C:14](=[O:20])[C:13]=3[CH2:12][O:11][CH2:10]2)[CH:5]=[C:6]([F:8])[CH:7]=1, predict the reactants needed to synthesize it. The reactants are: [F:1][C:2]1[CH:3]=[C:4]([CH:9]2[C:18]3[O:17][C:16](=O)[NH:15][C:14](=[O:20])[C:13]=3[CH2:12][O:11][CH2:10]2)[CH:5]=[C:6]([F:8])[CH:7]=1.[OH-].[NH4+:22]. (2) Given the product [O:1]1[CH2:2][CH2:3][CH:4]([NH:7][C:8]2[N:9]=[CH:10][C:11]3[CH2:17][CH2:16][NH:15][CH2:14][C:12]=3[N:13]=2)[CH2:5][CH2:6]1, predict the reactants needed to synthesize it. The reactants are: [O:1]1[CH2:6][CH2:5][CH:4]([NH:7][C:8]2[N:9]=[CH:10][C:11]3[CH2:17][CH2:16][N:15](C(OC(C)(C)C)=O)[CH2:14][C:12]=3[N:13]=2)[CH2:3][CH2:2]1.C(Cl)Cl.Cl.O1CCOCC1.